This data is from Experimentally validated miRNA-target interactions with 360,000+ pairs, plus equal number of negative samples. The task is: Binary Classification. Given a miRNA mature sequence and a target amino acid sequence, predict their likelihood of interaction. (1) The miRNA is hsa-let-7a-2-3p with sequence CUGUACAGCCUCCUAGCUUUCC. The protein sequence of the target gene is MNIFRLTGDLSHLAAIVILLLKIWKTRSCAGISGKSQLLFALVFTTRYLDLFTSFISLYNTSMKLIYIACSYATVYLIYMKFKATYDGNHDTFRVEFLVVPVGGLSFLVNHDFSPLEILWTFSIYLESVAILPQLFMISKTGEAETITTHYLFFLGLYRALYLVNWIWRFYFEGFFDLIAVVAGVVQTILYCDFFYLYITKVLKGKKLSLPA. Result: 0 (no interaction). (2) The miRNA is hsa-miR-7977 with sequence UUCCCAGCCAACGCACCA. The protein sequence of the target gene is MTKAGSKGGNLRDKLDGNELDLSLSDLNEVPVKELAALPKATILDLSCNKLTTLPSDFCGLTHLVKLDLSKNKLQQLPADFGRLVNLQHLDLLNNKLVTLPVSFAQLKNLKWLDLKDNPLDPVLAKVAGDCLDEKQCKQCANKVLQHMKAVQADQERERQRRLEVEREAEKKREAKQRAKEAQERELRKREKAEEKERRRKEYDALKAAKREQEKKPKKEANQAPKSKSGSRPRKPPPRKHTRSWAVLKLLLLLLLFGVAGGLVACRVTELQQQPLCTSVNTIYDNAVQGLRRHEILQWV.... Result: 1 (interaction).